This data is from Full USPTO retrosynthesis dataset with 1.9M reactions from patents (1976-2016). The task is: Predict the reactants needed to synthesize the given product. (1) Given the product [F:21][C:22]1[CH:23]=[C:24]([C:25]([N:17]2[CH2:18][CH2:19][CH2:20][CH:15]([C:12]3[N:11]=[C:10]([C:4]4[CH:5]=[CH:6][C:7]([F:9])=[CH:8][C:3]=4[F:2])[O:14][N:13]=3)[CH2:16]2)=[O:26])[CH:28]=[CH:29][C:30]=1[F:31], predict the reactants needed to synthesize it. The reactants are: Cl.[F:2][C:3]1[CH:8]=[C:7]([F:9])[CH:6]=[CH:5][C:4]=1[C:10]1[O:14][N:13]=[C:12]([CH:15]2[CH2:20][CH2:19][CH2:18][NH:17][CH2:16]2)[N:11]=1.[F:21][C:22]1[CH:23]=[C:24]([CH:28]=[CH:29][C:30]=1[F:31])[C:25](Cl)=[O:26]. (2) Given the product [CH3:29][C:11]([CH3:30])([CH2:12][CH2:13][CH2:14][CH2:15][CH:16]([OH:28])[CH2:17][CH2:18][CH2:19][CH2:20][CH2:21][C:22]([CH3:27])([CH3:26])[CH2:23][OH:24])[CH2:10][OH:9], predict the reactants needed to synthesize it. The reactants are: [BH4-].[Li+].CO.[H][H].C([O:9][C:10](=O)[C:11]([CH3:30])([CH3:29])[CH2:12][CH2:13][CH2:14][CH2:15][C:16](=[O:28])[CH2:17][CH2:18][CH2:19][CH2:20][CH2:21][C:22]([CH3:27])([CH3:26])[C:23](O)=[O:24])C.Cl.[Cl-].[NH4+]. (3) Given the product [C:1]1([N:7]2[C:25](=[O:26])[C:10]3=[CH:11][NH:12][C:13]4[CH:14]=[CH:15][C:16]([N:19]5[CH2:20][CH2:21][N:22]([C:27]6[CH:32]=[CH:31][CH:30]=[CH:29][CH:28]=6)[CH2:23][CH2:24]5)=[N:17][C:18]=4[C:9]3=[N:8]2)[CH:6]=[CH:5][CH:4]=[CH:3][CH:2]=1, predict the reactants needed to synthesize it. The reactants are: [C:1]1([N:7]2[C:25](=[O:26])[C:10]3=[CH:11][NH:12][C:13]4[CH:14]=[CH:15][C:16]([N:19]5[CH2:24][CH2:23][NH:22][CH2:21][CH2:20]5)=[N:17][C:18]=4[C:9]3=[N:8]2)[CH:6]=[CH:5][CH:4]=[CH:3][CH:2]=1.[C:27]1(N2CCNCC2)[CH:32]=[CH:31][CH:30]=[CH:29][CH:28]=1. (4) The reactants are: Br[C:2]1[C:3]([F:14])=[C:4]2[C:8](=[CH:9][C:10]=1[F:11])[NH:7][CH:6]=[C:5]2[CH:12]=[O:13].CC1(C)COB([C:22]2[CH:27]=[CH:26][C:25]([C:28]3([OH:32])[CH2:31][O:30][CH2:29]3)=[CH:24][CH:23]=2)OC1.C(=O)([O-])[O-].[K+].[K+]. Given the product [F:14][C:3]1[C:2]([C:22]2[CH:23]=[CH:24][C:25]([C:28]3([OH:32])[CH2:31][O:30][CH2:29]3)=[CH:26][CH:27]=2)=[C:10]([F:11])[CH:9]=[C:8]2[C:4]=1[C:5]([CH:12]=[O:13])=[CH:6][NH:7]2, predict the reactants needed to synthesize it. (5) Given the product [CH2:29]([N:20]1[C:19]([S:11][C:8]2[S:9][C:10]3[C:2]([Cl:1])=[CH:3][CH:4]=[CH:5][C:6]=3[N:7]=2)=[N:27][C:26]2[C:21]1=[N:22][CH:23]=[N:24][C:25]=2[NH2:28])[CH2:30][CH2:31][CH3:32], predict the reactants needed to synthesize it. The reactants are: [Cl:1][C:2]1[C:10]2[S:9][C:8]([SH:11])=[N:7][C:6]=2[CH:5]=[CH:4][CH:3]=1.CC(C)([O-])C.[K+].Br[C:19]1[N:20]([CH2:29][CH2:30][CH2:31][CH3:32])[C:21]2[C:26]([N:27]=1)=[C:25]([NH2:28])[N:24]=[CH:23][N:22]=2. (6) Given the product [C:6]([O:10][C:11]([N:13]1[CH2:17][C@H:16]([S:40][C:35]2[CH:36]=[CH:37][CH:38]=[CH:39][C:34]=2[O:33][C:32]([F:31])([F:42])[F:41])[CH2:15][C@H:14]1[C:23](=[O:30])[NH:24][C:25]1([C:28]#[N:29])[CH2:26][CH2:27]1)=[O:12])([CH3:9])([CH3:8])[CH3:7], predict the reactants needed to synthesize it. The reactants are: S([O-])(=O)(=O)C.[C:6]([O:10][C:11]([N:13]1[CH2:17][C@@H:16](OS(C)(=O)=O)[CH2:15][C@H:14]1[C:23](=[O:30])[NH:24][C:25]1([C:28]#[N:29])[CH2:27][CH2:26]1)=[O:12])([CH3:9])([CH3:8])[CH3:7].[F:31][C:32]([F:42])([F:41])[O:33][C:34]1[CH:39]=[CH:38][CH:37]=[CH:36][C:35]=1[SH:40].